Dataset: Forward reaction prediction with 1.9M reactions from USPTO patents (1976-2016). Task: Predict the product of the given reaction. Given the reactants [C:1]([C@H:9]1[CH2:14][CH2:13][C@H:12]([C:15]([OH:17])=O)[CH2:11][CH2:10]1)(=[O:8])[C:2]1[CH:7]=[CH:6][CH:5]=[CH:4][CH:3]=1.CCN=C=NCCCN(C)C.Cl.C1C=CC2N(O)N=NC=2C=1.O.[NH2:41][CH2:42][CH2:43][NH:44][C:45](=[O:51])[O:46][C:47]([CH3:50])([CH3:49])[CH3:48], predict the reaction product. The product is: [C:1]([C@H:9]1[CH2:10][CH2:11][C@H:12]([C:15]([NH:41][CH2:42][CH2:43][NH:44][C:45](=[O:51])[O:46][C:47]([CH3:49])([CH3:48])[CH3:50])=[O:17])[CH2:13][CH2:14]1)(=[O:8])[C:2]1[CH:3]=[CH:4][CH:5]=[CH:6][CH:7]=1.